From a dataset of Full USPTO retrosynthesis dataset with 1.9M reactions from patents (1976-2016). Predict the reactants needed to synthesize the given product. (1) Given the product [Cl:1][C:2]1[CH:7]=[C:6]([Cl:8])[CH:5]=[CH:4][C:3]=1[C:9]1[C:10]([C:30]#[N:31])=[C:11]([O:25][CH2:26][CH:27]([CH3:29])[CH3:28])[C:12]2[N:13]([C:15]([C:18]3[CH:23]=[CH:22][N:21]=[C:20]([N:32]4[CH2:37][CH2:36][O:35][CH2:34][CH2:33]4)[CH:19]=3)=[CH:16][N:17]=2)[CH:14]=1, predict the reactants needed to synthesize it. The reactants are: [Cl:1][C:2]1[CH:7]=[C:6]([Cl:8])[CH:5]=[CH:4][C:3]=1[C:9]1[C:10]([C:30]#[N:31])=[C:11]([O:25][CH2:26][CH:27]([CH3:29])[CH3:28])[C:12]2[N:13]([C:15]([C:18]3[CH:23]=[CH:22][N:21]=[C:20](F)[CH:19]=3)=[CH:16][N:17]=2)[CH:14]=1.[NH:32]1[CH2:37][CH2:36][O:35][CH2:34][CH2:33]1. (2) Given the product [Br:24][C:13]1([C:10]2[CH:9]=[CH:8][C:7]([O:6][C:5]3[CH:22]=[CH:23][C:2]([I:1])=[CH:3][CH:4]=3)=[CH:12][CH:11]=2)[C:14](=[O:21])[NH:15][C:16](=[O:20])[NH:17][C:18]1=[O:19], predict the reactants needed to synthesize it. The reactants are: [I:1][C:2]1[CH:23]=[CH:22][C:5]([O:6][C:7]2[CH:12]=[CH:11][C:10]([CH:13]3[C:18](=[O:19])[NH:17][C:16](=[O:20])[NH:15][C:14]3=[O:21])=[CH:9][CH:8]=2)=[CH:4][CH:3]=1.[Br:24]N1C(=O)CCC1=O.C(OOC(=O)C1C=CC=CC=1)(=O)C1C=CC=CC=1. (3) Given the product [CH2:18]([O:25][C:26]1[CH:34]=[C:33]([N+:35]([O-:37])=[O:36])[CH:32]=[CH:31][C:27]=1[C:28]([NH:9][C@@H:5]([C@H:6]([OH:8])[CH3:7])[C:4]([O:3][CH3:2])=[O:10])=[O:29])[C:19]1[CH:24]=[CH:23][CH:22]=[CH:21][CH:20]=1, predict the reactants needed to synthesize it. The reactants are: Cl.[CH3:2][O:3][C:4](=[O:10])[C@@H:5]([NH2:9])[C@H:6]([OH:8])[CH3:7].C(N(CC)CC)C.[CH2:18]([O:25][C:26]1[CH:34]=[C:33]([N+:35]([O-:37])=[O:36])[CH:32]=[CH:31][C:27]=1[C:28](O)=[O:29])[C:19]1[CH:24]=[CH:23][CH:22]=[CH:21][CH:20]=1.C1CCC(N=C=NC2CCCCC2)CC1.C1C=CC2N(O)N=NC=2C=1. (4) Given the product [C:13]([C:11]1[C:6]2[C:7](=[CH:8][CH:9]=[CH:4][CH:5]=2)[NH:10][N:25]=1)(=[O:16])[CH3:14], predict the reactants needed to synthesize it. The reactants are: COC(=O)[C:4]1[CH:9]=[CH:8][C:7]([NH2:10])=[C:6]([CH3:11])[CH:5]=1.[C:13]([O:16]C(=O)C)(=O)[CH3:14].C([O-])(=O)C.[K+].[N:25](OCCC(C)C)=O. (5) Given the product [Cl:1][C:2]1[CH:3]=[C:4]([N:9]2[C:13]([C:14]3[CH:19]=[CH:18][N:17]=[C:16]([NH2:20])[CH:15]=3)=[CH:12][CH:11]=[N:10]2)[CH:5]=[CH:6][C:7]=1[F:8], predict the reactants needed to synthesize it. The reactants are: [Cl:1][C:2]1[CH:3]=[C:4]([N:9]2[C:13]([C:14]3[CH:19]=[CH:18][N:17]=[C:16]([N:20]=C(C4C=CC=CC=4)C4C=CC=CC=4)[CH:15]=3)=[CH:12][CH:11]=[N:10]2)[CH:5]=[CH:6][C:7]=1[F:8]. (6) Given the product [CH:1]1([CH2:7][C:12]2([N:11]([CH3:25])[CH3:10])[CH2:22][CH2:21][C:15]3([CH2:16][CH2:17][NH:18][C:19]3=[O:20])[CH2:14][CH2:13]2)[CH2:6][CH2:5][CH2:4][CH2:3][CH2:2]1, predict the reactants needed to synthesize it. The reactants are: [CH:1]1([CH2:7][Mg]Br)[CH2:6][CH2:5][CH2:4][CH2:3][CH2:2]1.[CH3:10][N:11]([CH3:25])[C:12]1(C#N)[CH2:22][CH2:21][C:15]2([C:19](=[O:20])[NH:18][CH2:17][CH2:16]2)[CH2:14][CH2:13]1.[Cl-].[NH4+].